The task is: Predict the reaction yield, written as a fraction of the theoretical maximum amount of product (1.0 means a 100% yield; for example, 0.34 means a 34% yield).. This data is from Reaction yield outcomes from USPTO patents with 853,638 reactions. (1) The reactants are [O:1]1[CH2:6][CH2:5][CH2:4][CH2:3][CH:2]1[C:7]([OH:9])=O.C(Cl)(=O)C([Cl:13])=O. The catalyst is C(Cl)Cl.CN(C=O)C. The product is [O:1]1[CH2:6][CH2:5][CH2:4][CH2:3][CH:2]1[C:7]([Cl:13])=[O:9]. The yield is 0.990. (2) The yield is 0.370. No catalyst specified. The reactants are C(OC([N:8]1[CH2:13][CH2:12][CH:11]([NH:14][CH2:15][C:16]2[CH:17]=[CH:18][N:19]3[C:24]=2[C:23]([NH:25][C:26]2[CH:27]=[C:28]4[C:32](=[CH:33][CH:34]=2)[N:31]([CH2:35][C:36]2[CH:41]=[CH:40][CH:39]=[C:38]([F:42])[CH:37]=2)[N:30]=[CH:29]4)=[N:22][CH:21]=[N:20]3)[CH2:10][CH2:9]1)=O)(C)(C)C.[C:43](O)(C(F)(F)F)=O. The product is [F:42][C:38]1[CH:37]=[C:36]([CH:41]=[CH:40][CH:39]=1)[CH2:35][N:31]1[C:32]2[C:28](=[CH:27][C:26]([NH:25][C:23]3[C:24]4=[C:16]([CH2:15][N:14]([CH3:43])[CH:11]5[CH2:10][CH2:9][NH:8][CH2:13][CH2:12]5)[CH:17]=[CH:18][N:19]4[N:20]=[CH:21][N:22]=3)=[CH:34][CH:33]=2)[CH:29]=[N:30]1. (3) The reactants are [CH3:1][NH:2][C@@H:3]1[C:8]2[CH:9]=[CH:10][CH:11]=[CH:12][C:7]=2[C@H:6]([C:13]2[CH:14]=[CH:15][C:16]([Cl:20])=[C:17]([Cl:19])[CH:18]=2)[CH2:5][CH2:4]1. The catalyst is C(O)C. The product is [CH3:1][NH:2][C@@H:3]1[C:8]2[CH:9]=[CH:10][CH:11]=[CH:12][C:7]=2[C@H:6]([C:13]2[CH:14]=[CH:15][C:16]([Cl:20])=[C:17]([Cl:19])[CH:18]=2)[CH2:5][CH2:4]1.[ClH:19]. The yield is 0.760. (4) The reactants are [Br:1][C:2]1[CH:7]=[CH:6][C:5]([S:8](Cl)(=[O:10])=[O:9])=[CH:4][CH:3]=1.[CH3:12][N:13]1[CH2:18][CH2:17][CH:16]([NH2:19])[CH2:15][CH2:14]1. No catalyst specified. The product is [Br:1][C:2]1[CH:7]=[CH:6][C:5]([S:8]([NH:19][CH:16]2[CH2:17][CH2:18][N:13]([CH3:12])[CH2:14][CH2:15]2)(=[O:10])=[O:9])=[CH:4][CH:3]=1. The yield is 0.940. (5) The reactants are Cl.Cl.[CH3:3][O:4][C:5]1[N:10]=[CH:9][C:8]([N:11]2[CH2:26][CH2:25][C:14]3[N:15]=[CH:16][N:17]=[C:18]([O:19][C@H:20]4[CH2:24][CH2:23][NH:22][CH2:21]4)[C:13]=3[CH2:12]2)=[CH:7][C:6]=1[C:27]([F:30])([F:29])[F:28].Br[C:32]1[N:37]=[CH:36][CH:35]=[CH:34][N:33]=1.C(N(CC)C(C)C)(C)C. No catalyst specified. The product is [CH3:3][O:4][C:5]1[N:10]=[CH:9][C:8]([N:11]2[CH2:26][CH2:25][C:14]3[N:15]=[CH:16][N:17]=[C:18]([O:19][C@H:20]4[CH2:24][CH2:23][N:22]([C:32]5[N:37]=[CH:36][CH:35]=[CH:34][N:33]=5)[CH2:21]4)[C:13]=3[CH2:12]2)=[CH:7][C:6]=1[C:27]([F:30])([F:28])[F:29]. The yield is 0.210.